Dataset: Catalyst prediction with 721,799 reactions and 888 catalyst types from USPTO. Task: Predict which catalyst facilitates the given reaction. (1) Reactant: [Cl:1][C:2]1[CH:7]=[CH:6][C:5]([C:8](=O)[CH2:9][C:10](=O)[CH:11]([F:13])[F:12])=[CH:4][C:3]=1[CH3:16].[NH2:17][C:18]1[CH:22]=[CH:21][NH:20][N:19]=1. Product: [Cl:1][C:2]1[CH:7]=[CH:6][C:5]([C:8]2[CH:9]=[C:10]([CH:11]([F:13])[F:12])[N:19]3[N:20]=[CH:21][CH:22]=[C:18]3[N:17]=2)=[CH:4][C:3]=1[CH3:16]. The catalyst class is: 15. (2) Reactant: [NH2:1][C:2]1[C:10]([C:12]2[CH:17]=[CH:16][C:15]([C:18]3([C:21]([F:24])([F:23])[F:22])[N:20]=[N:19]3)=[CH:14][CH:13]=2)([OH:11])[C:9]2[C:4](=[CH:5][CH:6]=[C:7]([C:25]#[C:26][Si](C)(C)C)[CH:8]=2)[N:3]=1.CCCC[N+](CCCC)(CCCC)CCCC.[F-]. Product: [NH2:1][C:2]1[C:10]([C:12]2[CH:17]=[CH:16][C:15]([C:18]3([C:21]([F:24])([F:23])[F:22])[N:20]=[N:19]3)=[CH:14][CH:13]=2)([OH:11])[C:9]2[C:4](=[CH:5][CH:6]=[C:7]([C:25]#[CH:26])[CH:8]=2)[N:3]=1. The catalyst class is: 1. (3) Product: [OH:15][N:14]=[C:5]1[CH2:6][CH2:7][C:2]([CH3:1])([C:9]([O:11][CH2:12][CH3:13])=[O:10])[CH2:3][CH2:4]1. Reactant: [CH3:1][C:2]1([C:9]([O:11][CH2:12][CH3:13])=[O:10])[CH2:7][CH2:6][C:5](=O)[CH2:4][CH2:3]1.[NH2:14][OH:15].Cl.CC([O-])=O.[Na+]. The catalyst class is: 24.